Dataset: Catalyst prediction with 721,799 reactions and 888 catalyst types from USPTO. Task: Predict which catalyst facilitates the given reaction. (1) The catalyst class is: 18. Reactant: C([Si](C)(C)[O:6][C:7]1[CH:12]=[CH:11][C:10]([C:13]2[CH:17]=[C:16]([C:18]([NH2:20])=[O:19])[O:15][N:14]=2)=[CH:9][CH:8]=1)(C)(C)C.C([O-])([O-])=O.[K+].[K+].C1OCCOCCOCCOCCOCCOC1.[F-].[K+].[Br:49][C:50]1[CH:57]=[CH:56][CH:55]=[CH:54][C:51]=1[CH2:52]Br. Product: [Br:49][C:50]1[CH:57]=[CH:56][CH:55]=[CH:54][C:51]=1[CH2:52][O:6][C:7]1[CH:8]=[CH:9][C:10]([C:13]2[CH:17]=[C:16]([C:18]([NH2:20])=[O:19])[O:15][N:14]=2)=[CH:11][CH:12]=1. (2) Reactant: [CH3:1][O:2][C:3]1[CH:8]=[CH:7][C:6]([C@@H:9]([NH2:11])[CH3:10])=[CH:5][CH:4]=1.CC(NP(OC1C=CC(Cl)=CC=1Cl)(OC)=S)C.[CH2:29]=[C:30]1[O:33][C:32](=[O:34])[CH2:31]1. Product: [CH3:1][O:2][C:3]1[CH:8]=[CH:7][C:6]([C@@H:9]([NH:11][C:32](=[O:34])[CH2:31][C:30](=[O:33])[CH3:29])[CH3:10])=[CH:5][CH:4]=1. The catalyst class is: 4. (3) Reactant: CCOCC.Br[C:7]1[CH:12]=[CH:11][C:10]([C:13]([CH3:16])([CH3:15])[CH3:14])=[CH:9][CH:8]=1.[Cl:17][C:18]1[N:26]=[CH:25][CH:24]=[CH:23][C:19]=1[C:20](Cl)=[O:21].C([O-])([O-])=O.[K+].[K+]. Product: [C:13]([C:10]1[CH:11]=[CH:12][C:7]([C:20]([C:19]2[C:18]([Cl:17])=[N:26][CH:25]=[CH:24][CH:23]=2)=[O:21])=[CH:8][CH:9]=1)([CH3:16])([CH3:15])[CH3:14]. The catalyst class is: 1.